From a dataset of Full USPTO retrosynthesis dataset with 1.9M reactions from patents (1976-2016). Predict the reactants needed to synthesize the given product. Given the product [C:34]([OH:41])(=[O:40])/[CH:35]=[CH:36]\[C:37]([OH:39])=[O:38].[C:34]([OH:41])(=[O:40])/[CH:35]=[CH:36]\[C:37]([OH:39])=[O:38].[N:1]1[C:5]2[CH:6]=[CH:7][CH:8]=[CH:9][C:4]=2[NH:3][C:2]=1[S:10][CH2:11][CH2:12][N:13]1[CH2:14][CH2:15][N:16]([CH2:19][C:20]([NH:22][C:23]2[C:24]([S:32][CH3:33])=[N:25][C:26]([CH3:31])=[CH:27][C:28]=2[S:29][CH3:30])=[O:21])[CH2:17][CH2:18]1, predict the reactants needed to synthesize it. The reactants are: [N:1]1[C:5]2[CH:6]=[CH:7][CH:8]=[CH:9][C:4]=2[NH:3][C:2]=1[S:10][CH2:11][CH2:12][N:13]1[CH2:18][CH2:17][N:16]([CH2:19][C:20]([NH:22][C:23]2[C:24]([S:32][CH3:33])=[N:25][C:26]([CH3:31])=[CH:27][C:28]=2[S:29][CH3:30])=[O:21])[CH2:15][CH2:14]1.[C:34]([OH:41])(=[O:40])/[CH:35]=[CH:36]\[C:37]([OH:39])=[O:38].C(Cl)(Cl)Cl.